Dataset: Full USPTO retrosynthesis dataset with 1.9M reactions from patents (1976-2016). Task: Predict the reactants needed to synthesize the given product. Given the product [C:1]([OH:5])(=[O:4])[CH2:2][OH:3].[CH3:6][O:7][CH2:8][CH2:9][O:10][CH2:11][CH2:12][O:13][CH2:14][CH2:15][OH:16], predict the reactants needed to synthesize it. The reactants are: [C:1]([OH:5])(=[O:4])[CH2:2][OH:3].[CH3:6][O:7][CH2:8][CH2:9][O:10][CH2:11][CH2:12][O:13][CH2:14][CH2:15][OH:16].P(OC1C=CC=CC=1)(OC1C=CC=CC=1)OC1C=CC=CC=1.